This data is from Peptide-MHC class I binding affinity with 185,985 pairs from IEDB/IMGT. The task is: Regression. Given a peptide amino acid sequence and an MHC pseudo amino acid sequence, predict their binding affinity value. This is MHC class I binding data. (1) The peptide sequence is WPRHRRLSI. The MHC is HLA-B58:01 with pseudo-sequence HLA-B58:01. The binding affinity (normalized) is 0.0847. (2) The MHC is HLA-A24:02 with pseudo-sequence HLA-A24:02. The binding affinity (normalized) is 0.0812. The peptide sequence is PLMGGAYIAFPTSCHMFI.